This data is from Catalyst prediction with 721,799 reactions and 888 catalyst types from USPTO. The task is: Predict which catalyst facilitates the given reaction. (1) Reactant: C[O:2][C:3]([C:5]1[S:6][C:7]([CH2:10][O:11][N:12]=[CH:13][C:14]2[CH:23]=[CH:22][C:17]3[O:18][CH2:19][CH2:20][O:21][C:16]=3[CH:15]=2)=[CH:8][CH:9]=1)=[O:4].[Li+].[OH-].O. Product: [O:18]1[C:17]2[CH:22]=[CH:23][C:14]([CH:13]=[N:12][O:11][CH2:10][C:7]3[S:6][C:5]([C:3]([OH:4])=[O:2])=[CH:9][CH:8]=3)=[CH:15][C:16]=2[O:21][CH2:20][CH2:19]1. The catalyst class is: 1. (2) Reactant: [C:1]([NH:4][C:5]1[CH:14]=[C:13]2[C:8]([CH:9]=[CH:10][N:11]3[C:17]([C:18]([OH:20])=O)=[C:16]([C:21]4[CH:26]=[CH:25][C:24]([Cl:27])=[CH:23][C:22]=4[Cl:28])[N:15]=[C:12]32)=[CH:7][N:6]=1)(=[O:3])[CH3:2].C[N:30](C(ON1N=NC2C=CC=CC1=2)=[N+](C)C)C.[B-](F)(F)(F)F.N. Product: [C:1]([NH:4][C:5]1[CH:14]=[C:13]2[C:8]([CH:9]=[CH:10][N:11]3[C:17]([C:18]([NH2:30])=[O:20])=[C:16]([C:21]4[CH:26]=[CH:25][C:24]([Cl:27])=[CH:23][C:22]=4[Cl:28])[N:15]=[C:12]32)=[CH:7][N:6]=1)(=[O:3])[CH3:2]. The catalyst class is: 34. (3) Reactant: [CH:1]1([O:6][C:7]2[C:12]([CH2:13][NH:14][C:15](=[O:37])[NH:16][C:17]3[CH:35]=[CH:34][C:20]([CH2:21][NH:22][S:23]([NH:26]C(=O)OC(C)(C)C)(=[O:25])=[O:24])=[C:19]([F:36])[CH:18]=3)=[CH:11][CH:10]=[C:9]([C:38]([F:41])([F:40])[F:39])[N:8]=2)[CH2:5][CH2:4][CH2:3][CH2:2]1.FC(F)(F)C(O)=O.C(=O)(O)[O-].[Na+]. Product: [F:36][C:19]1[CH:18]=[C:17]([NH:16][C:15]([NH:14][CH2:13][C:12]2[C:7]([O:6][CH:1]3[CH2:5][CH2:4][CH2:3][CH2:2]3)=[N:8][C:9]([C:38]([F:41])([F:40])[F:39])=[CH:10][CH:11]=2)=[O:37])[CH:35]=[CH:34][C:20]=1[CH2:21][NH:22][S:23](=[O:25])(=[O:24])[NH2:26]. The catalyst class is: 4. (4) Reactant: [F:1][C:2]([F:52])([F:51])[C:3]1[CH:4]=[C:5]([CH:44]=[C:45]([C:47]([F:50])([F:49])[F:48])[CH:46]=1)[CH2:6][N:7]([CH2:20][C:21]1[CH:26]=[C:25]([C:27]([F:30])([F:29])[F:28])[CH:24]=[CH:23][C:22]=1[C:31]1[CH:36]=[CH:35][CH:34]=[CH:33][C:32]=1[O:37][CH2:38][CH2:39][CH2:40][C:41]([OH:43])=[O:42])[C:8]1[N:13]=[CH:12][C:11]([N:14]2[CH2:19][CH2:18][O:17][CH2:16][CH2:15]2)=[CH:10][N:9]=1.[OH-].[Na+:54]. Product: [Na+:54].[F:52][C:2]([F:1])([F:51])[C:3]1[CH:4]=[C:5]([CH:44]=[C:45]([C:47]([F:48])([F:50])[F:49])[CH:46]=1)[CH2:6][N:7]([CH2:20][C:21]1[CH:26]=[C:25]([C:27]([F:28])([F:29])[F:30])[CH:24]=[CH:23][C:22]=1[C:31]1[CH:36]=[CH:35][CH:34]=[CH:33][C:32]=1[O:37][CH2:38][CH2:39][CH2:40][C:41]([O-:43])=[O:42])[C:8]1[N:13]=[CH:12][C:11]([N:14]2[CH2:15][CH2:16][O:17][CH2:18][CH2:19]2)=[CH:10][N:9]=1. The catalyst class is: 8. (5) Reactant: [CH3:1][O:2][C:3]1[CH:4]=[C:5]2[C:10](=[CH:11][C:12]=1[O:13][CH3:14])[N:9]=[CH:8][CH:7]=[C:6]2[O:15][C:16]1[C:22]([CH3:23])=[CH:21][C:19]([NH2:20])=[C:18]([CH3:24])[CH:17]=1.C1(C)C=CC=CC=1.C(N(CC)CC)C.Cl[C:40](Cl)([O:42]C(=O)OC(Cl)(Cl)Cl)Cl.[CH3:51][O:52][C:53]1[CH:61]=[CH:60][C:56]([CH:57]([OH:59])[CH3:58])=[CH:55][CH:54]=1. Product: [CH3:1][O:2][C:3]1[CH:4]=[C:5]2[C:10](=[CH:11][C:12]=1[O:13][CH3:14])[N:9]=[CH:8][CH:7]=[C:6]2[O:15][C:16]1[C:22]([CH3:23])=[CH:21][C:19]([NH:20][C:40](=[O:42])[O:59][CH:57]([C:56]2[CH:60]=[CH:61][C:53]([O:52][CH3:51])=[CH:54][CH:55]=2)[CH3:58])=[C:18]([CH3:24])[CH:17]=1. The catalyst class is: 2. (6) Reactant: [C:1]([O:5][C:6]([NH:8][C@H:9]([C:25]([OH:27])=O)[CH2:10][C:11]1[CH:16]=[CH:15][C:14](OCC2C=CC=CC=2)=[CH:13][CH:12]=1)=[O:7])([CH3:4])([CH3:3])[CH3:2].[C:28]([NH2:32])([CH3:31])([CH3:30])[CH3:29]. Product: [CH3:4][C:1]([O:5][C:6](=[O:7])[NH:8][C@@H:9]([CH2:10][C:11]1[CH:12]=[CH:13][CH:14]=[CH:15][CH:16]=1)[C:25]([NH:32][C:28]([CH3:31])([CH3:30])[CH3:29])=[O:27])([CH3:2])[CH3:3]. The catalyst class is: 3. (7) Product: [Cl:1][C:2]1[C:3]([F:19])=[C:4]([C:10]2[CH:15]=[CH:14][C:13]([CH2:16][CH2:17][CH3:18])=[CH:12][CH:11]=2)[CH:5]=[CH:6][C:7]=1[OH:8]. Reactant: [Cl:1][C:2]1[C:3]([F:19])=[C:4]([C:10]2[CH:15]=[CH:14][C:13]([CH2:16][CH2:17][CH3:18])=[CH:12][CH:11]=2)[CH:5]=[CH:6][C:7]=1[O:8]C.B(Br)(Br)Br.O. The catalyst class is: 2.